From a dataset of Full USPTO retrosynthesis dataset with 1.9M reactions from patents (1976-2016). Predict the reactants needed to synthesize the given product. Given the product [F:1][C:2]1[CH:7]=[CH:6][C:5]([CH2:8][NH:9][C:10](=[O:27])[C:11]2[C:16]([CH3:17])=[CH:15][C:14]([N:18]3[CH2:19][CH2:20][O:21][CH2:22][CH2:23]3)=[CH:13][C:12]=2[CH:24]([CH3:25])[CH3:26])=[CH:4][CH:3]=1, predict the reactants needed to synthesize it. The reactants are: [F:1][C:2]1[CH:7]=[CH:6][C:5]([CH2:8][NH:9][C:10](=[O:27])[C:11]2[C:16]([CH3:17])=[CH:15][C:14]([N:18]3[CH2:23][CH2:22][O:21][CH2:20][CH2:19]3)=[CH:13][C:12]=2[C:24]([CH3:26])=[CH2:25])=[CH:4][CH:3]=1.